The task is: Regression. Given a peptide amino acid sequence and an MHC pseudo amino acid sequence, predict their binding affinity value. This is MHC class I binding data.. This data is from Peptide-MHC class I binding affinity with 185,985 pairs from IEDB/IMGT. The peptide sequence is WHKVGKNVYL. The MHC is Mamu-A07 with pseudo-sequence Mamu-A07. The binding affinity (normalized) is 0.373.